This data is from Forward reaction prediction with 1.9M reactions from USPTO patents (1976-2016). The task is: Predict the product of the given reaction. Given the reactants [F-].C([N+](CCCC)(CCCC)CCCC)CCC.[Cl:19][C:20]1[CH:28]=[C:27]2[C:23]([C:24]([NH:37][C:38](=[O:42])[CH2:39][CH2:40][CH3:41])=[N:25][N:26]2COCC[Si](C)(C)C)=[CH:22][C:21]=1[C:43]1[CH:48]=[CH:47][C:46]([O:49][CH2:50][C:51]2[CH:56]=[CH:55][CH:54]=[CH:53][CH:52]=2)=[CH:45][CH:44]=1.C(OCC)(=O)C, predict the reaction product. The product is: [Cl:19][C:20]1[CH:28]=[C:27]2[C:23]([C:24]([NH:37][C:38](=[O:42])[CH2:39][CH2:40][CH3:41])=[N:25][NH:26]2)=[CH:22][C:21]=1[C:43]1[CH:48]=[CH:47][C:46]([O:49][CH2:50][C:51]2[CH:52]=[CH:53][CH:54]=[CH:55][CH:56]=2)=[CH:45][CH:44]=1.